Dataset: Forward reaction prediction with 1.9M reactions from USPTO patents (1976-2016). Task: Predict the product of the given reaction. (1) Given the reactants [CH3:1][O:2][C:3]1[C:4](C(O)=O)=[CH:5][C:6]2[C:11]([CH:12]=1)=[CH:10][CH:9]=[CH:8][CH:7]=2.CC[N:18]([CH2:21]C)CC.C1(P(N=[N+]=[N-])(C2C=CC=CC=2)=[O:30])C=CC=CC=1.[NH2:40][C:41]1[CH:46]=[CH:45][C:44]([CH3:47])=[CH:43][CH:42]=1, predict the reaction product. The product is: [CH3:1][O:2][C:3]1[C:4]([NH:18][C:21]([NH:40][C:41]2[CH:46]=[CH:45][C:44]([CH3:47])=[CH:43][CH:42]=2)=[O:30])=[CH:5][C:6]2[C:11]([CH:12]=1)=[CH:10][CH:9]=[CH:8][CH:7]=2. (2) Given the reactants [F:1][C:2]1([F:14])[O:6][C:5]2[CH:7]=[CH:8][CH:9]=[C:10]([B:11]([OH:13])[OH:12])[C:4]=2[O:3]1.[Li][CH:16](CC)C.C1CCCCC1.CI, predict the reaction product. The product is: [F:14][C:2]1([F:1])[O:6][C:5]2[C:7]([CH3:16])=[CH:8][CH:9]=[C:10]([B:11]([OH:13])[OH:12])[C:4]=2[O:3]1. (3) Given the reactants [F:1][C:2]1[CH:3]=[C:4]([N+:14]([O-:16])=[O:15])[CH:5]=[CH:6][C:7]=1[N:8]1[CH2:12][CH2:11][C@@H:10]([OH:13])[CH2:9]1.N1C=CN=C1.[Si:22](Cl)([C:25]([CH3:28])([CH3:27])[CH3:26])([CH3:24])[CH3:23], predict the reaction product. The product is: [F:1][C:2]1[CH:3]=[C:4]([N+:14]([O-:16])=[O:15])[CH:5]=[CH:6][C:7]=1[N:8]1[CH2:12][CH2:11][C@@H:10]([O:13][Si:22]([C:25]([CH3:28])([CH3:27])[CH3:26])([CH3:24])[CH3:23])[CH2:9]1. (4) Given the reactants [NH2:1][C:2]1[C:11]2[N:12]=[C:13]([CH2:31][CH2:32][CH2:33][CH3:34])[N:14]([CH2:15][CH2:16][CH2:17][NH:18][S:19]([C:22]3[CH:27]=[CH:26][CH:25]=[CH:24][C:23]=3[N+:28]([O-:30])=[O:29])(=[O:21])=[O:20])[C:10]=2[C:9]2[CH:8]=[CH:7][CH:6]=[CH:5][C:4]=2[N:3]=1.Br[CH2:36][CH2:37][CH2:38][N:39]1[CH2:44][CH2:43][O:42][CH2:41][CH2:40]1.C([O-])(O)=O.[Na+], predict the reaction product. The product is: [NH2:1][C:2]1[C:11]2[N:12]=[C:13]([CH2:31][CH2:32][CH2:33][CH3:34])[N:14]([CH2:15][CH2:16][CH2:17][N:18]([CH2:36][CH2:37][CH2:38][N:39]3[CH2:44][CH2:43][O:42][CH2:41][CH2:40]3)[S:19]([C:22]3[CH:27]=[CH:26][CH:25]=[CH:24][C:23]=3[N+:28]([O-:30])=[O:29])(=[O:21])=[O:20])[C:10]=2[C:9]2[CH:8]=[CH:7][CH:6]=[CH:5][C:4]=2[N:3]=1. (5) Given the reactants [C:1]([O:5][CH:6]([C:10]1[N:15]([CH3:16])[C:14](=[O:17])[C:13]2[NH:18][CH:19]=[CH:20][C:12]=2[C:11]=1[C:21]1[C:22]([CH3:31])=[C:23]2[C:28](=[CH:29][CH:30]=1)[O:27][CH2:26][CH2:25][CH2:24]2)[C:7]([OH:9])=[O:8])([CH3:4])([CH3:3])[CH3:2].[F:32][C:33]1[CH:34]=[C:35]([CH:38]=[CH:39][CH:40]=1)[CH2:36]Br, predict the reaction product. The product is: [C:1]([O:5][CH:6]([C:10]1[N:15]([CH3:16])[C:14](=[O:17])[C:13]2[N:18]([CH2:36][C:35]3[CH:38]=[CH:39][CH:40]=[C:33]([F:32])[CH:34]=3)[CH:19]=[CH:20][C:12]=2[C:11]=1[C:21]1[C:22]([CH3:31])=[C:23]2[C:28](=[CH:29][CH:30]=1)[O:27][CH2:26][CH2:25][CH2:24]2)[C:7]([OH:9])=[O:8])([CH3:4])([CH3:3])[CH3:2]. (6) The product is: [Br:17][C:18]1[CH:25]=[CH:24][CH:23]=[C:22]([N:10]2[N:9]=[CH:8][C:7]3[C:12](=[C:13]([F:15])[CH:14]=[C:5]([C:1]([CH3:4])([CH3:2])[CH3:3])[CH:6]=3)[C:11]2=[O:16])[C:19]=1[CH:20]=[O:21]. Given the reactants [C:1]([C:5]1[CH:6]=[C:7]2[C:12](=[C:13]([F:15])[CH:14]=1)[C:11](=[O:16])[NH:10][N:9]=[CH:8]2)([CH3:4])([CH3:3])[CH3:2].[Br:17][C:18]1[CH:25]=[CH:24][CH:23]=[C:22](F)[C:19]=1[CH:20]=[O:21].C(=O)([O-])[O-].[Cs+].[Cs+].CO[Si](C)(C)C, predict the reaction product. (7) Given the reactants [C:1]1([C:9]2[CH:14]=[CH:13][CH:12]=[CH:11][CH:10]=2)[CH:6]=[CH:5][C:4]([CH:7]=O)=[CH:3][CH:2]=1.[N:15]1([C:21]([O:23][C:24]([CH3:27])([CH3:26])[CH3:25])=[O:22])[CH2:20][CH2:19][NH:18][CH2:17][CH2:16]1.COC(OC)OC.C(N(CC)CC)C, predict the reaction product. The product is: [C:1]1([C:9]2[CH:14]=[CH:13][CH:12]=[CH:11][CH:10]=2)[CH:6]=[CH:5][C:4]([CH2:7][N:18]2[CH2:17][CH2:16][N:15]([C:21]([O:23][C:24]([CH3:27])([CH3:26])[CH3:25])=[O:22])[CH2:20][CH2:19]2)=[CH:3][CH:2]=1.